From a dataset of Forward reaction prediction with 1.9M reactions from USPTO patents (1976-2016). Predict the product of the given reaction. (1) Given the reactants [CH2:1]([O:8][C:9]1[CH:18]=[CH:17][C:16]2[C:11](=[CH:12][CH:13]=[C:14]([C:19]([N+:23]([O-])=O)([CH3:22])[CH2:20][OH:21])[CH:15]=2)[N:10]=1)[CH2:2][CH2:3][CH2:4][CH2:5][CH2:6][CH3:7].C(=O)([O-])[O-].[Na+].[Na+], predict the reaction product. The product is: [NH2:23][C:19]([C:14]1[CH:15]=[C:16]2[C:11](=[CH:12][CH:13]=1)[N:10]=[C:9]([O:8][CH2:1][CH2:2][CH2:3][CH2:4][CH2:5][CH2:6][CH3:7])[CH:18]=[CH:17]2)([CH3:22])[CH2:20][OH:21]. (2) The product is: [NH2:30][C:23]1[C:22]2[N:21]=[C:20]([CH3:31])[N:19]([CH2:18][CH2:17][O:16][CH2:15][CH2:14][NH:13][C:10]([C@@H:8]3[CH2:9][C@H:7]3[C:1]3[CH:6]=[CH:5][CH:4]=[CH:3][CH:2]=3)=[O:11])[C:27]=2[C:26]([CH3:28])=[C:25]([CH3:29])[N:24]=1. Given the reactants [C:1]1([C@@H:7]2[CH2:9][C@H:8]2[C:10](Cl)=[O:11])[CH:6]=[CH:5][CH:4]=[CH:3][CH:2]=1.[NH2:13][CH2:14][CH2:15][O:16][CH2:17][CH2:18][N:19]1[C:27]2[C:26]([CH3:28])=[C:25]([CH3:29])[N:24]=[C:23]([NH2:30])[C:22]=2[N:21]=[C:20]1[CH3:31], predict the reaction product.